Dataset: Full USPTO retrosynthesis dataset with 1.9M reactions from patents (1976-2016). Task: Predict the reactants needed to synthesize the given product. (1) Given the product [CH2:1]([O:8][C:9]([C:11]1[C@@H:12]2[CH2:35][CH2:34][C@@H:33]([CH2:36][CH2:37][O:38][C:39](=[O:47])[C:40]3[CH:45]=[CH:44][C:43]([Br:46])=[CH:42][CH:41]=3)[N:13]2[C:14](=[N:18][C:60](=[O:61])[C:59]2[CH:63]=[CH:64][C:56]([Br:55])=[CH:57][CH:58]=2)[NH:15][C:16]=1[CH3:17])=[O:10])[C:2]1[CH:7]=[CH:6][CH:5]=[CH:4][CH:3]=1, predict the reactants needed to synthesize it. The reactants are: [CH2:1]([O:8][C:9]([C:11]1[C@@H:12]2[CH2:35][CH2:34][C@@H:33]([CH2:36][CH2:37][O:38][C:39](=[O:47])[C:40]3[CH:45]=[CH:44][C:43]([Br:46])=[CH:42][CH:41]=3)[N:13]2[C:14](=[N:18]S(C2C(C)=CC(OC)=C(C)C=2C)(=O)=O)[NH:15][C:16]=1[CH3:17])=[O:10])[C:2]1[CH:7]=[CH:6][CH:5]=[CH:4][CH:3]=1.C(O)(C(F)(F)F)=O.[Br:55][C:56]1[CH:64]=[CH:63][C:59]([C:60](Cl)=[O:61])=[CH:58][CH:57]=1.NC(N)=N.CCN(CC)CC. (2) Given the product [NH2:31][C:32]1[N:37]=[C:36]([C:24]2[CH:23]=[C:22]([NH:21][C:4]3[C:3]4[C:8](=[CH:9][C:10]([F:12])=[CH:11][C:2]=4[F:1])[N:7]=[C:6]([C:13]4[CH:18]=[C:17]([CH3:19])[CH:16]=[CH:15][N:14]=4)[C:5]=3[CH3:20])[CH:27]=[N:26][CH:25]=2)[CH:35]=[CH:34][N:33]=1, predict the reactants needed to synthesize it. The reactants are: [F:1][C:2]1[CH:11]=[C:10]([F:12])[CH:9]=[C:8]2[C:3]=1[C:4]([NH:21][C:22]1[CH:23]=[C:24](B(O)O)[CH:25]=[N:26][CH:27]=1)=[C:5]([CH3:20])[C:6]([C:13]1[CH:18]=[C:17]([CH3:19])[CH:16]=[CH:15][N:14]=1)=[N:7]2.[NH2:31][C:32]1[N:37]=[C:36](Cl)[CH:35]=[CH:34][N:33]=1.C(=O)([O-])[O-].[Na+].[Na+].O1CCOCC1. (3) Given the product [Cl:1][C:2]1[CH:3]=[C:4]([C:9]2[C:14]([O:15][CH2:16][C:17]([F:20])([F:18])[F:19])=[CH:13][N:12]=[C:11]([C:21]([NH:33][CH2:32][C:30]3[O:29][N:28]=[C:27]([O:26][CH3:25])[CH:31]=3)=[O:22])[N:10]=2)[CH:5]=[CH:6][C:7]=1[Cl:8], predict the reactants needed to synthesize it. The reactants are: [Cl:1][C:2]1[CH:3]=[C:4]([C:9]2[C:14]([O:15][CH2:16][C:17]([F:20])([F:19])[F:18])=[CH:13][N:12]=[C:11]([C:21](O)=[O:22])[N:10]=2)[CH:5]=[CH:6][C:7]=1[Cl:8].Cl.[CH3:25][O:26][C:27]1[CH:31]=[C:30]([CH2:32][NH2:33])[O:29][N:28]=1. (4) Given the product [Br:1][C:2]1[CH:7]=[CH:6][C:5]([CH2:8][CH:9]2[O:14][CH2:13][CH2:12][O:10]2)=[CH:4][C:3]=1[Cl:11], predict the reactants needed to synthesize it. The reactants are: [Br:1][C:2]1[CH:7]=[CH:6][C:5]([CH2:8][CH:9]=[O:10])=[CH:4][C:3]=1[Cl:11].[CH2:12](O)[CH2:13][OH:14].C1(C)C=CC(S(O)(=O)=O)=CC=1.C(OCC)C. (5) Given the product [NH2:20][C:16]1[CH:17]=[CH:18][CH:19]=[C:12]2[C:11]([N:10]([C:7]3[CH:6]=[CH:5][C:4]([O:3][C:2]([F:25])([F:1])[F:24])=[CH:9][CH:8]=3)[C:14](=[O:15])[C:13]=12)=[O:23], predict the reactants needed to synthesize it. The reactants are: [F:1][C:2]([F:25])([F:24])[O:3][C:4]1[CH:9]=[CH:8][C:7]([N:10]2[C:14](=[O:15])[C:13]3=[C:16]([N+:20]([O-])=O)[CH:17]=[CH:18][CH:19]=[C:12]3[C:11]2=[O:23])=[CH:6][CH:5]=1.[H][H]. (6) Given the product [NH2:36][C:28]1[C:27]2[C:26](=[CH:33][C:32]([CH2:34][N:11]3[CH:12]([CH3:14])[CH2:13][NH:8][CH:9]([CH2:16][CH2:17][CH3:18])[C:10]3=[O:15])=[CH:31][CH:30]=2)[N:25]=[CH:19][N:29]=1, predict the reactants needed to synthesize it. The reactants are: C(OC([N:8]1[CH2:13][CH:12]([CH3:14])[NH:11][C:10](=[O:15])[CH:9]1[CH2:16][CH2:17][CH3:18])=O)(C)(C)C.[CH3:19]C([O-])(C)C.[K+].[NH2:25][C:26]1[CH:33]=[C:32]([CH2:34]Br)[CH:31]=[CH:30][C:27]=1[C:28]#[N:29].[NH4+:36].[Cl-].